This data is from Forward reaction prediction with 1.9M reactions from USPTO patents (1976-2016). The task is: Predict the product of the given reaction. (1) The product is: [OH:28][C:23]1([C:7]2[C:8]([OH:10])=[CH:9][C:4]3[O:3][CH2:2][O:1][C:5]=3[CH:6]=2)[C:22]2[C:26](=[C:18]([C:17]([F:16])([F:29])[F:30])[CH:19]=[CH:20][CH:21]=2)[NH:25][C:24]1=[O:27]. Given the reactants [O:1]1[C:5]2[CH:6]=[CH:7][C:8]([OH:10])=[CH:9][C:4]=2[O:3][CH2:2]1.C([Mg]Cl)(C)C.[F:16][C:17]([F:30])([F:29])[C:18]1[CH:19]=[CH:20][CH:21]=[C:22]2[C:26]=1[NH:25][C:24](=[O:27])[C:23]2=[O:28], predict the reaction product. (2) Given the reactants Cl.[Cl:2][C:3]1[N:4]=[C:5]([C:10]([NH:12][C@H:13]2[CH2:18][CH2:17][NH:16][CH2:15][C@H:14]2[O:19][CH2:20][CH3:21])=[O:11])[NH:6][C:7]=1[CH2:8][CH3:9].Cl[C:23]1[CH:28]=[CH:27][N:26]=[C:25]([OH:29])[CH:24]=1.C(=O)([O-])[O-].[Na+].[Na+], predict the reaction product. The product is: [Cl:2][C:3]1[N:4]=[C:5]([C:10]([NH:12][C@H:13]2[CH2:18][CH2:17][N:16]([C:23]3[CH:28]=[CH:27][NH:26][C:25](=[O:29])[CH:24]=3)[CH2:15][C@H:14]2[O:19][CH2:20][CH3:21])=[O:11])[NH:6][C:7]=1[CH2:8][CH3:9]. (3) The product is: [CH:8]1([CH2:11][CH2:12][O:13][C:14]2[N:22]=[C:21]3[C:17]([N:18]=[C:19]([O:23][CH3:24])[N:20]3[CH2:27][CH2:28][C@@H:29]3[CH2:33][CH2:32][O:31][CH2:30]3)=[C:16]([NH2:25])[N:15]=2)[CH2:10][CH2:9]1. Given the reactants FC(F)(F)C(O)=O.[CH:8]1([CH2:11][CH2:12][O:13][C:14]2[NH:15][C:16]([NH2:25])=[C:17]3[C:21]([N:22]=2)=[N:20][C:19]([O:23][CH3:24])=[N:18]3)[CH2:10][CH2:9]1.Br[CH2:27][CH2:28][C@@H:29]1[CH2:33][CH2:32][O:31][CH2:30]1, predict the reaction product. (4) Given the reactants [C:1]([CH2:3][C:4]([N:6]1[CH2:10][CH2:9][CH2:8][C@@H:7]1[CH2:11][N:12]1[C:16]2[CH:17]=[CH:18][C:19]([CH:21]=O)=[CH:20][C:15]=2[N:14]=[C:13]1[NH:23][C:24]([C:26]1[S:27][C:28]([CH:31]([F:33])[F:32])=[CH:29][CH:30]=1)=[O:25])=[O:5])#[N:2].[CH3:34][C:35]([CH3:39])([CH3:38])[CH2:36][NH2:37].[BH3-]C#N.[Na+], predict the reaction product. The product is: [C:1]([CH2:3][C:4]([N:6]1[CH2:10][CH2:9][CH2:8][C@@H:7]1[CH2:11][N:12]1[C:16]2[CH:17]=[CH:18][C:19]([CH2:21][NH:37][CH2:36][C:35]([CH3:39])([CH3:38])[CH3:34])=[CH:20][C:15]=2[N:14]=[C:13]1[NH:23][C:24]([C:26]1[S:27][C:28]([CH:31]([F:32])[F:33])=[CH:29][CH:30]=1)=[O:25])=[O:5])#[N:2]. (5) Given the reactants [CH3:1][C:2]1[CH:7]=[CH:6][C:5]([S:8]([O:11][CH2:12][C@@H:13]([OH:34])[CH2:14][CH2:15][C:16]2[C:17]([O:26]CC3C=CC=CC=3)=[C:18]3[C:23](=[CH:24][CH:25]=2)[N:22]=[CH:21][CH:20]=[CH:19]3)(=[O:10])=[O:9])=[CH:4][CH:3]=1, predict the reaction product. The product is: [CH3:1][C:2]1[CH:3]=[CH:4][C:5]([S:8]([O:11][CH2:12][C@@H:13]([OH:34])[CH2:14][CH2:15][C:16]2[C:17]([OH:26])=[C:18]3[C:23](=[CH:24][CH:25]=2)[N:22]=[CH:21][CH:20]=[CH:19]3)(=[O:9])=[O:10])=[CH:6][CH:7]=1. (6) Given the reactants Cl.O1[C:6]2([CH2:11][CH2:10][CH:9]([CH:12]([OH:21])[CH2:13][O:14][C:15]3[CH:20]=[CH:19][CH:18]=[CH:17][CH:16]=3)[CH2:8][CH2:7]2)[O:5]CC1, predict the reaction product. The product is: [OH:21][CH:12]([CH:9]1[CH2:10][CH2:11][C:6](=[O:5])[CH2:7][CH2:8]1)[CH2:13][O:14][C:15]1[CH:20]=[CH:19][CH:18]=[CH:17][CH:16]=1.